This data is from Catalyst prediction with 721,799 reactions and 888 catalyst types from USPTO. The task is: Predict which catalyst facilitates the given reaction. (1) Reactant: [Br:1][C:2]1[CH:3]=[C:4]([NH2:9])[C:5]([CH3:8])=[N:6][CH:7]=1.[Br:10]N1C(=O)CCC1=O. Product: [Br:1][C:2]1[CH:3]=[C:4]([NH2:9])[C:5]([CH3:8])=[N:6][C:7]=1[Br:10]. The catalyst class is: 10. (2) Reactant: CON(C)[C:4]([CH:6]1[CH2:10][CH2:9][O:8][CH2:7]1)=[O:5].[CH2:12]([Mg]Br)[CH3:13]. Product: [O:8]1[CH2:9][CH2:10][CH:6]([C:4](=[O:5])[CH2:12][CH3:13])[CH2:7]1. The catalyst class is: 1. (3) Reactant: [NH2:1][C:2]1[C:3]([C:13]([OH:15])=O)=[N:4][C:5]([Br:12])=[C:6]([C:8]([F:11])([F:10])[F:9])[N:7]=1.[N:16]1([CH2:22][C:23]2[CH:27]=[C:26]([NH2:28])[NH:25][N:24]=2)[CH2:21][CH2:20][CH2:19][CH2:18][CH2:17]1.CN(C(ON1N=NC2C=CC=NC1=2)=[N+](C)C)C.F[P-](F)(F)(F)(F)F.CN1CCOCC1. Product: [N:16]1([CH2:22][C:23]2[CH:27]=[C:26]([NH:28][C:13]([C:3]3[C:2]([NH2:1])=[N:7][C:6]([C:8]([F:9])([F:10])[F:11])=[C:5]([Br:12])[N:4]=3)=[O:15])[NH:25][N:24]=2)[CH2:17][CH2:18][CH2:19][CH2:20][CH2:21]1. The catalyst class is: 18.